This data is from Catalyst prediction with 721,799 reactions and 888 catalyst types from USPTO. The task is: Predict which catalyst facilitates the given reaction. (1) Reactant: [CH2:1]([O:8][C:9]1[C:14]([O:15][CH3:16])=[CH:13][C:12]([C:17]([N:19]2[CH2:24][CH2:23][N:22]([C:25]3[C:34]4[C:29](=[CH:30][CH:31]=[CH:32][CH:33]=4)[N:28]=[CH:27][N:26]=3)[CH2:21][CH2:20]2)=[O:18])=[C:11]([N+:35]([O-])=O)[CH:10]=1)[C:2]1[CH:7]=[CH:6][CH:5]=[CH:4][CH:3]=1.O.O.Cl[Sn]Cl. Product: [NH2:35][C:11]1[CH:10]=[C:9]([O:8][CH2:1][C:2]2[CH:7]=[CH:6][CH:5]=[CH:4][CH:3]=2)[C:14]([O:15][CH3:16])=[CH:13][C:12]=1[C:17]([N:19]1[CH2:24][CH2:23][N:22]([C:25]2[C:34]3[C:29](=[CH:30][CH:31]=[CH:32][CH:33]=3)[N:28]=[CH:27][N:26]=2)[CH2:21][CH2:20]1)=[O:18]. The catalyst class is: 5. (2) Reactant: [OH:1][CH:2]1[CH2:7][NH:6][CH2:5][CH:4]([C:8]([OH:10])=[O:9])[CH2:3]1.C(=O)([O-])[O-].[K+].[K+].[CH2:17](Br)[C:18]1[CH:23]=[CH:22][CH:21]=[CH:20][CH:19]=1. Product: [CH2:17]([N:6]1[CH2:7][CH:2]([OH:1])[CH2:3][CH:4]([C:8]([OH:10])=[O:9])[CH2:5]1)[C:18]1[CH:23]=[CH:22][CH:21]=[CH:20][CH:19]=1. The catalyst class is: 24. (3) Reactant: [NH2:1][C:2]1[CH:7]=[C:6]([C:8]([CH2:11][CH3:12])([CH3:10])[CH3:9])[CH:5]=[CH:4][C:3]=1[OH:13].[C:14](=O)([O-])[O-].[K+].[K+].CI. Product: [CH3:14][NH:1][C:2]1[CH:7]=[C:6]([C:8]([CH2:11][CH3:12])([CH3:9])[CH3:10])[CH:5]=[CH:4][C:3]=1[OH:13]. The catalyst class is: 31. (4) Reactant: Br[C:2]1[N:3]=[C:4]2[C:10]([CH:11]=[O:12])=[CH:9][N:8]([CH2:13][O:14][CH2:15][CH2:16][Si:17]([CH3:20])([CH3:19])[CH3:18])[C:5]2=[N:6][CH:7]=1.[CH3:21][N:22]1[C:30]2[CH2:29][CH2:28][CH2:27][CH2:26][C:25]=2[C:24]([Sn](CCCC)(CCCC)CCCC)=[N:23]1. Product: [CH3:21][N:22]1[C:30]2[CH2:29][CH2:28][CH2:27][CH2:26][C:25]=2[C:24]([C:2]2[N:3]=[C:4]3[C:10]([CH:11]=[O:12])=[CH:9][N:8]([CH2:13][O:14][CH2:15][CH2:16][Si:17]([CH3:20])([CH3:19])[CH3:18])[C:5]3=[N:6][CH:7]=2)=[N:23]1. The catalyst class is: 441. (5) Reactant: [NH2:1][C@@H:2]([CH3:10])[C@@H:3]([C:5]1[S:6][CH:7]=[CH:8][N:9]=1)[OH:4].N[C@@H](C)[C@H:13](C1SC=CN=1)[OH:14].ClC(Cl)(OC(=O)OC(Cl)(Cl)Cl)Cl. Product: [CH3:10][C@H:2]1[C@@H:3]([C:5]2[S:6][CH:7]=[CH:8][N:9]=2)[O:4][C:13](=[O:14])[NH:1]1. The catalyst class is: 2. (6) Reactant: I[C:2]1[CH:7]=[CH:6][C:5]([O:8][CH:9]2[CH2:14][CH2:13][N:12]([CH:15]([CH3:17])[CH3:16])[CH2:11][CH2:10]2)=[CH:4][CH:3]=1.C([Li])CCC.[O:23]=[C:24]1[CH2:29][CH2:28][N:27]([C:30]([O:32][C:33]([CH3:36])([CH3:35])[CH3:34])=[O:31])[CH2:26][CH2:25]1.[Cl-].[NH4+]. Product: [OH:23][C:24]1([C:2]2[CH:7]=[CH:6][C:5]([O:8][CH:9]3[CH2:14][CH2:13][N:12]([CH:15]([CH3:17])[CH3:16])[CH2:11][CH2:10]3)=[CH:4][CH:3]=2)[CH2:25][CH2:26][N:27]([C:30]([O:32][C:33]([CH3:36])([CH3:35])[CH3:34])=[O:31])[CH2:28][CH2:29]1. The catalyst class is: 1. (7) The catalyst class is: 466. Reactant: [CH3:1][O:2][C:3]1[CH:8]=[C:7]([N+:9]([O-:11])=[O:10])[CH:6]=[CH:5][C:4]=1[N:12]1[CH2:17][CH2:16][NH:15][C:14]([CH3:19])([CH3:18])[CH2:13]1.C([BH3-])#N.[Na+].[O:24]1[CH2:27][C:26](=O)[CH2:25]1. Product: [CH3:1][O:2][C:3]1[CH:8]=[C:7]([N+:9]([O-:11])=[O:10])[CH:6]=[CH:5][C:4]=1[N:12]1[CH2:17][CH2:16][N:15]([CH:26]2[CH2:27][O:24][CH2:25]2)[C:14]([CH3:19])([CH3:18])[CH2:13]1.